This data is from Forward reaction prediction with 1.9M reactions from USPTO patents (1976-2016). The task is: Predict the product of the given reaction. (1) Given the reactants [C:1]([N:8]1[CH2:13][CH2:12][NH:11][CH2:10][CH2:9]1)([O:3][C:4]([CH3:7])([CH3:6])[CH3:5])=[O:2].C(=O)([O-])[O-].[K+].[K+].CN(C=O)C.F[C:26]1[CH:33]=[CH:32][C:29]([CH:30]=[O:31])=[CH:28][C:27]=1[I:34], predict the reaction product. The product is: [CH:30]([C:29]1[CH:32]=[CH:33][C:26]([N:11]2[CH2:10][CH2:9][N:8]([C:1]([O:3][C:4]([CH3:7])([CH3:6])[CH3:5])=[O:2])[CH2:13][CH2:12]2)=[C:27]([I:34])[CH:28]=1)=[O:31]. (2) Given the reactants [Cl:1][C:2]1[CH:10]=[C:9]2[C:5](/[C:6](=[CH:12]/[CH2:13][C:14]([CH3:17])([CH3:16])[CH3:15])/[C:7](=[O:11])[NH:8]2)=[CH:4][CH:3]=1.[F:18][C:19]1[CH:20]=[CH:21][C:22]([CH3:34])=[C:23]([CH:25]=[N:26][C:27]([O:29][Si](C)(C)C)=[CH2:28])[CH:24]=1, predict the reaction product. The product is: [Cl:1][C:2]1[CH:10]=[C:9]2[NH:8][C:7](=[O:11])[C:6]3([CH:12]([CH2:13][C:14]([CH3:17])([CH3:16])[CH3:15])[CH2:28][C:27](=[O:29])[NH:26][CH:25]3[C:23]3[CH:24]=[C:19]([F:18])[CH:20]=[CH:21][C:22]=3[CH3:34])[C:5]2=[CH:4][CH:3]=1. (3) The product is: [O:1]=[C:2]1[CH:7]([CH2:8][C:9]2[N:10]=[CH:11][N:12]3[C:21]4[C:16](=[CH:17][C:18]([CH2:22][CH2:23][CH3:24])=[CH:19][CH:20]=4)[CH2:15][CH2:14][C:13]=23)[CH2:6][CH2:5][CH2:4][N:3]1[C:25]([O:27][C:28]([CH3:29])([CH3:31])[CH3:30])=[O:26]. Given the reactants [O:1]=[C:2]1[N:3]([C:25]([O:27][C:28]([CH3:31])([CH3:30])[CH3:29])=[O:26])[CH2:4][CH2:5][CH2:6]/[C:7]/1=[CH:8]\[C:9]1[N:10]=[CH:11][N:12]2[C:21]3[C:16](=[CH:17][C:18](/[CH:22]=[CH:23]/[CH3:24])=[CH:19][CH:20]=3)[CH2:15][CH2:14][C:13]=12, predict the reaction product. (4) Given the reactants S1CC(=O)NC1=O.[Cl:8][C:9]1[CH:22]=[CH:21][C:12](/[CH:13]=[C:14]2/[C:15](=[O:20])[NH:16][C:17](=[O:19])[S:18]/2)=[CH:11][C:10]=1[C:23]1[CH:28]=[N:27][CH:26]=[C:25]([N:29]2[CH2:35][CH2:34][CH2:33][N:32]([CH3:36])[CH2:31][CH2:30]2)[N:24]=1, predict the reaction product. The product is: [Cl:8][C:9]1[CH:22]=[CH:21][C:12]([CH:13]=[C:14]2[S:18][C:17](=[O:19])[NH:16][C:15]2=[O:20])=[CH:11][C:10]=1[C:23]1[CH:28]=[N:27][CH:26]=[C:25]([N:29]2[CH2:35][CH2:34][CH2:33][N:32]([CH3:36])[CH2:31][CH2:30]2)[N:24]=1. (5) Given the reactants [OH:1][CH:2]([C:4]1[C:12]2[O:11][CH2:10][CH:9]([C:13]3[CH:18]=[CH:17][C:16]([CH:19]([CH3:21])[CH3:20])=[CH:15][CH:14]=3)[C:8]=2[C:7]([CH3:22])=[C:6]([NH:23][C:24](=[O:30])[CH2:25][C:26]([CH3:29])([CH3:28])[CH3:27])[C:5]=1[CH3:31])[CH3:3], predict the reaction product. The product is: [C:2]([C:4]1[C:12]2[O:11][CH2:10][CH:9]([C:13]3[CH:18]=[CH:17][C:16]([CH:19]([CH3:20])[CH3:21])=[CH:15][CH:14]=3)[C:8]=2[C:7]([CH3:22])=[C:6]([NH:23][C:24](=[O:30])[CH2:25][C:26]([CH3:29])([CH3:28])[CH3:27])[C:5]=1[CH3:31])(=[O:1])[CH3:3]. (6) Given the reactants [CH3:1][Si](C=[N+]=[N-])(C)C.[CH2:8]([O:15][C:16]([C:18]12[CH2:25][CH2:24][C:21]([C:26]([OH:28])=[O:27])([CH2:22][CH2:23]1)[O:20][CH2:19]2)=[O:17])[C:9]1[CH:14]=[CH:13][CH:12]=[CH:11][CH:10]=1, predict the reaction product. The product is: [C:21]12([C:26]([O:28][CH3:1])=[O:27])[CH2:24][CH2:25][C:18]([C:16]([O:15][CH2:8][C:9]3[CH:14]=[CH:13][CH:12]=[CH:11][CH:10]=3)=[O:17])([CH2:23][CH2:22]1)[CH2:19][O:20]2.